Task: Predict which catalyst facilitates the given reaction.. Dataset: Catalyst prediction with 721,799 reactions and 888 catalyst types from USPTO (1) Reactant: [Br:1][C:2]1[CH:7]=[CH:6][CH:5]=[CH:4][C:3]=1[SH:8].Br[CH2:10][C:11]([O:13][CH3:14])=[O:12].N1C=CC=CC=1. Product: [CH3:14][O:13][C:11](=[O:12])[CH2:10][S:8][C:3]1[CH:4]=[CH:5][CH:6]=[CH:7][C:2]=1[Br:1]. The catalyst class is: 148. (2) Reactant: [F:1][C:2]([F:26])([F:25])[C:3]1[CH:4]=[C:5]([S:9][CH2:10][C@@H:11]2[CH2:16][CH2:15][C@H:14]([NH:17][C:18](=[O:24])[O:19][C:20]([CH3:23])([CH3:22])[CH3:21])[CH2:13][CH2:12]2)[CH:6]=[CH:7][CH:8]=1.C([O-])(O)=[O:28].[Na+].C1C=C(Cl)C=C(C(OO)=O)C=1.[OH2:43]. Product: [F:26][C:2]([F:25])([F:1])[C:3]1[CH:4]=[C:5]([S:9]([CH2:10][C@@H:11]2[CH2:12][CH2:13][C@H:14]([NH:17][C:18](=[O:24])[O:19][C:20]([CH3:22])([CH3:23])[CH3:21])[CH2:15][CH2:16]2)(=[O:28])=[O:43])[CH:6]=[CH:7][CH:8]=1. The catalyst class is: 61. (3) Reactant: [CH3:1][O:2][C:3](=[O:22])[C:4]1[C:9](Cl)=[CH:8][C:7]([CH3:11])=[N:6][C:5]=1[O:12][C:13]1[C:18]([CH3:19])=[CH:17][C:16]([CH3:20])=[CH:15][C:14]=1[CH3:21].[S:23]1[CH:27]=[CH:26][CH:25]=[C:24]1[CH2:28][NH:29][CH2:30][CH2:31][OH:32]. Product: [CH3:1][O:2][C:3](=[O:22])[C:4]1[C:9]([N:29]([CH2:30][CH2:31][OH:32])[CH2:28][C:24]2[S:23][CH:27]=[CH:26][CH:25]=2)=[CH:8][C:7]([CH3:11])=[N:6][C:5]=1[O:12][C:13]1[C:18]([CH3:19])=[CH:17][C:16]([CH3:20])=[CH:15][C:14]=1[CH3:21]. The catalyst class is: 60. (4) Reactant: [H-].[Na+].[C:3]([C:6]1[C:7](=[O:17])[NH:8][C:9]2[C:14]([CH:15]=1)=[CH:13][C:12]([Cl:16])=[CH:11][CH:10]=2)(=[O:5])[CH3:4].[CH3:18]I.[Cl-].[NH4+]. Product: [C:3]([C:6]1[C:7](=[O:17])[N:8]([CH3:18])[C:9]2[C:14]([CH:15]=1)=[CH:13][C:12]([Cl:16])=[CH:11][CH:10]=2)(=[O:5])[CH3:4]. The catalyst class is: 1. (5) Reactant: [Br:1][C:2]1[CH:10]=[C:9]2[C:5]([CH2:6][C:7]3([CH2:27][CH2:26][CH:25]([O:28][CH3:29])[CH2:24][CH2:23]3)[C:8]2([NH:16][S:17]([C:19]([CH3:22])([CH3:21])[CH3:20])=[O:18])[C:11]([O:13][CH2:14][CH3:15])=C)=[CH:4][CH:3]=1.C(OC([O-])=O)(OCCCC)=[O:31]. Product: [Br:1][C:2]1[CH:10]=[C:9]2[C:5]([CH2:6][C:7]3([CH2:27][CH2:26][CH:25]([O:28][CH3:29])[CH2:24][CH2:23]3)[C:8]2([NH:16][S:17]([C:19]([CH3:21])([CH3:22])[CH3:20])=[O:18])[C:11]([O:13][CH2:14][CH3:15])=[O:31])=[CH:4][CH:3]=1. The catalyst class is: 251.